From a dataset of Reaction yield outcomes from USPTO patents with 853,638 reactions. Predict the reaction yield, written as a fraction of the theoretical maximum amount of product (1.0 means a 100% yield; for example, 0.34 means a 34% yield). (1) The reactants are [F:1][C:2]1[CH:7]=[CH:6][C:5]([C:8]2[N:9]=[C:10]3[N:14]([C:15]=2[C:16]2[CH:21]=[CH:20][N:19]=[C:18]([NH:22][C@@H:23]4[CH2:28][CH2:27][CH2:26][N:25](C(OC(C)(C)C)=O)[CH2:24]4)[N:17]=2)[CH:13]=[CH:12][S:11]3)=[CH:4][C:3]=1[O:36][CH3:37].[ClH:38]. The catalyst is O1CCOCC1.CCOCC. The product is [ClH:38].[F:1][C:2]1[CH:7]=[CH:6][C:5]([C:8]2[N:9]=[C:10]3[N:14]([C:15]=2[C:16]2[CH:21]=[CH:20][N:19]=[C:18]([NH:22][C@@H:23]4[CH2:28][CH2:27][CH2:26][NH:25][CH2:24]4)[N:17]=2)[CH:13]=[CH:12][S:11]3)=[CH:4][C:3]=1[O:36][CH3:37]. The yield is 0.950. (2) The reactants are C[O:2][C:3](=O)[C:4]1[CH:9]=[CH:8][CH:7]=[C:6]([N+:10]([O-])=O)[C:5]=1[CH2:13][N:14]=[N+]=[N-].C(O)C. The catalyst is [Pd].C(O)(=O)C. The product is [NH2:10][C:6]1[CH:7]=[CH:8][CH:9]=[C:4]2[C:5]=1[CH2:13][NH:14][C:3]2=[O:2]. The yield is 0.624. (3) The reactants are [Cl:1][C:2]1[CH:3]=[C:4]2[C:8](=[CH:9][C:10]=1[Cl:11])[C:7](=O)[N:6]([C:13]1[C:14]([CH3:33])=[C:15]([CH3:32])[C:16]3[O:20][C:19]([CH3:22])([CH3:21])[CH:18]([C:23]4[CH:28]=[CH:27][C:26]([F:29])=[CH:25][CH:24]=4)[C:17]=3[C:30]=1[CH3:31])[C:5]2=O. The catalyst is C(OCC)(=O)C. The product is [Cl:11][C:10]1[CH:9]=[C:8]2[C:4](=[CH:3][C:2]=1[Cl:1])[CH2:5][N:6]([C:13]1[C:14]([CH3:33])=[C:15]([CH3:32])[C:16]3[O:20][C:19]([CH3:22])([CH3:21])[CH:18]([C:23]4[CH:28]=[CH:27][C:26]([F:29])=[CH:25][CH:24]=4)[C:17]=3[C:30]=1[CH3:31])[CH2:7]2. The yield is 0.250. (4) The reactants are [F:1][C:2]1[CH:3]=[C:4]([S:8]([NH:11][C:12]2[CH:17]=[CH:16][CH:15]=[CH:14][C:13]=2[CH:18]2[C:27]([CH3:29])([CH3:28])[CH2:26][C:25]3[C:20](=[CH:21][CH:22]=[C:23]([C:30]([O:32]C)=[O:31])[CH:24]=3)[NH:19]2)(=[O:10])=[O:9])[CH:5]=[CH:6][CH:7]=1.[OH-].[Na+]. The catalyst is O1CCCC1.CO. The product is [F:1][C:2]1[CH:3]=[C:4]([S:8]([NH:11][C:12]2[CH:17]=[CH:16][CH:15]=[CH:14][C:13]=2[CH:18]2[C:27]([CH3:28])([CH3:29])[CH2:26][C:25]3[C:20](=[CH:21][CH:22]=[C:23]([C:30]([OH:32])=[O:31])[CH:24]=3)[NH:19]2)(=[O:10])=[O:9])[CH:5]=[CH:6][CH:7]=1. The yield is 0.927. (5) The reactants are [Cl:1][CH2:2][CH2:3][C:4]1[CH:12]=[CH:11][C:7]([C:8](O)=[O:9])=[CH:6][CH:5]=1.S(=O)(=O)(O)O. The catalyst is C1COCC1.ClCCl.[O-2].[O-2].[Mn+4]. The product is [Cl:1][CH2:2][CH2:3][C:4]1[CH:12]=[CH:11][C:7]([CH:8]=[O:9])=[CH:6][CH:5]=1. The yield is 0.910. (6) No catalyst specified. The reactants are C(OC([NH:11][C:12]1[CH:13]=[C:14]([S:25]([NH2:28])(=[O:27])=[O:26])[CH:15]=[CH:16][C:17]=1[C:18]([O:20]C(C)(C)C)=[O:19])=O)C1C=CC=CC=1.[Cl:29][C:30]1[CH:45]=[C:34]([C:35](OCC2C=CC=CC=2)=[O:36])[C:33]([NH:46][C:47](OC2C=CC=CC=2)=[O:48])=[CH:32][CH:31]=1. The product is [Cl:29][C:30]1[CH:45]=[C:34]2[C:33](=[CH:32][CH:31]=1)[NH:46][C:47](=[O:48])[N:28]([S:25]([C:14]1[CH:13]=[C:12]([NH2:11])[C:17](=[CH:16][CH:15]=1)[C:18]([OH:20])=[O:19])(=[O:26])=[O:27])[C:35]2=[O:36]. The yield is 0.260. (7) The yield is 0.750. The catalyst is C(OCC)C. The reactants are [P:1]([Cl:4])(Cl)[Cl:2].[CH2:5]([S:13][CH2:14][CH2:15][Mg]Br)[CH2:6][CH2:7][CH2:8][CH2:9][CH2:10][CH2:11][CH3:12].Cl. The product is [CH2:5]([S:13][CH2:14][CH2:15][P:1]([Cl:4])[Cl:2])[CH2:6][CH2:7][CH2:8][CH2:9][CH2:10][CH2:11][CH3:12].